Dataset: Forward reaction prediction with 1.9M reactions from USPTO patents (1976-2016). Task: Predict the product of the given reaction. (1) Given the reactants [S:1]1[CH:5]=[CH:4][N:3]=[C:2]1[C:6]1([OH:12])[CH2:11][CH2:10][NH:9][CH2:8][CH2:7]1.[Cl:13][C:14]1[N:15]=[C:16]([N:25]2[CH2:30][CH2:29][O:28][CH2:27][CH2:26]2)[C:17]2[S:22][C:21]([CH:23]=O)=[CH:20][C:18]=2[N:19]=1, predict the reaction product. The product is: [Cl:13][C:14]1[N:15]=[C:16]([N:25]2[CH2:26][CH2:27][O:28][CH2:29][CH2:30]2)[C:17]2[S:22][C:21]([CH2:23][N:9]3[CH2:8][CH2:7][C:6]([C:2]4[S:1][CH:5]=[CH:4][N:3]=4)([OH:12])[CH2:11][CH2:10]3)=[CH:20][C:18]=2[N:19]=1. (2) Given the reactants [F:1][C:2]1[CH:7]=[CH:6][C:5]([C@H:8]2[C@@H:17]([C:18]3[CH:23]=[CH:22][C:21]([O:24][CH2:25][CH2:26][N:27]4[CH2:31][CH2:30][CH2:29][CH2:28]4)=[CH:20][CH:19]=3)[C:16]3[C:11](=[CH:12][C:13]([O:32]C)=[CH:14][CH:15]=3)[O:10][CH2:9]2)=[CH:4][CH:3]=1.Cl.N1C=CC=CC=1.[OH-].[Na+].Cl, predict the reaction product. The product is: [OH:32][C:13]1[CH:12]=[C:11]2[C:16]([C@H:17]([C:18]3[CH:23]=[CH:22][C:21]([O:24][CH2:25][CH2:26][N:27]4[CH2:28][CH2:29][CH2:30][CH2:31]4)=[CH:20][CH:19]=3)[C@H:8]([C:5]3[CH:4]=[CH:3][C:2]([F:1])=[CH:7][CH:6]=3)[CH2:9][O:10]2)=[CH:15][CH:14]=1. (3) Given the reactants [Br:1][C:2]1[CH:3]=[C:4]2[C:9](=[CH:10][CH:11]=1)[N:8]=[CH:7][C:6]([C:12]([CH:14]1[CH2:16][CH2:15]1)=[O:13])=[C:5]2Cl.[CH3:18][N:19]([CH3:27])[CH2:20][CH:21]1[CH2:26][CH2:25][NH:24][CH2:23][CH2:22]1, predict the reaction product. The product is: [Br:1][C:2]1[CH:3]=[C:4]2[C:9](=[CH:10][CH:11]=1)[N:8]=[CH:7][C:6]([C:12]([CH:14]1[CH2:16][CH2:15]1)=[O:13])=[C:5]2[N:24]1[CH2:25][CH2:26][CH:21]([CH2:20][N:19]([CH3:27])[CH3:18])[CH2:22][CH2:23]1. (4) Given the reactants FC(F)(F)C(O)=O.[CH3:8][O:9][C:10]1[CH:11]=[C:12]2[C:17](=[CH:18][C:19]=1[O:20][CH3:21])[N:16]=[CH:15][N:14]=[C:13]2[N:22]1[CH2:27][CH2:26][NH:25][CH:24]([C:28]2[CH:33]=[CH:32][CH:31]=[CH:30][CH:29]=2)[CH2:23]1, predict the reaction product. The product is: [CH3:8][O:9][C:10]1[CH:11]=[C:12]2[C:17](=[CH:18][C:19]=1[O:20][CH3:21])[N:16]=[CH:15][N:14]=[C:13]2[N:22]1[CH2:27][CH2:26][NH:25][CH:24]([C:28]2[CH:33]=[CH:32][CH:31]=[CH:30][CH:29]=2)[CH2:23]1.